Dataset: Reaction yield outcomes from USPTO patents with 853,638 reactions. Task: Predict the reaction yield, written as a fraction of the theoretical maximum amount of product (1.0 means a 100% yield; for example, 0.34 means a 34% yield). (1) The reactants are [OH:1][C:2]1[CH:7]=[CH:6][C:5]([C:8]2[CH:13]=[CH:12][C:11]([C:14]#[N:15])=[CH:10][CH:9]=2)=[CH:4][C:3]=1I.[CH3:17][O:18][CH:19]=[CH:20][CH:21]=[CH2:22].C(=O)(O)[O-].[Na+]. The catalyst is [Cl-].C([N+](CCCC)(CCCC)CCCC)CCC.CN(C=O)C.C(Cl)Cl.C([O-])(=O)C.C([O-])(=O)C.[Pd+2]. The product is [CH3:17][O:18]/[CH:19]=[CH:20]/[CH:21]1[CH2:22][C:3]2[CH:4]=[C:5]([C:8]3[CH:13]=[CH:12][C:11]([C:14]#[N:15])=[CH:10][CH:9]=3)[CH:6]=[CH:7][C:2]=2[O:1]1. The yield is 0.550. (2) The reactants are C(O[C:6]([N:8]1[CH2:12][CH2:11][CH2:10][CH:9]1[C:13]1[NH:14][C:15]([C:18]2[CH:23]=[CH:22][C:21]([B:24]3[O:28][C:27]([CH3:30])([CH3:29])[C:26]([CH3:32])([CH3:31])[O:25]3)=[CH:20][CH:19]=2)=[CH:16][N:17]=1)=[O:7])(C)(C)C.Cl.[CH3:34][O:35][C:36]([NH:38][CH:39]([C:43]1[CH:48]=[CH:47][CH:46]=[CH:45][CH:44]=1)C(O)=O)=[O:37].CN(C(ON1N=NC2C=CC=NC1=2)=[N+](C)C)C.F[P-](F)(F)(F)(F)F.[O-]P([O-])([O-])=O.[K+].[K+].[K+]. The catalyst is C(Cl)Cl.CCOC(C)=O. The product is [CH3:34][O:35][C:36](=[O:37])[NH:38][CH:39]([C:43]1[CH:48]=[CH:47][CH:46]=[CH:45][CH:44]=1)[C:6](=[O:7])[N:8]1[CH2:12][CH2:11][CH2:10][CH:9]1[C:13]1[NH:14][C:15]([C:18]2[CH:23]=[CH:22][C:21]([B:24]3[O:25][C:26]([CH3:32])([CH3:31])[C:27]([CH3:30])([CH3:29])[O:28]3)=[CH:20][CH:19]=2)=[CH:16][N:17]=1. The yield is 0.790. (3) The reactants are O[CH2:2][CH2:3][CH2:4][C:5]1[N:9]([C:10]2[CH:15]=[CH:14][C:13]([C:16]([NH:18][CH2:19][C:20]([F:23])([F:22])[F:21])=[O:17])=[CH:12][CH:11]=2)[N:8]=[N:7][C:6]=1[C:24]([NH2:26])=[O:25].C1(P([C:40]2[CH:45]=[CH:44]C=CC=2)C2C=CC=CC=2)C=CC=CC=1.[Br:46]C(Br)(Br)Br. The catalyst is ClCCl. The product is [Br:46][CH2:2][CH2:3][CH2:4][C:5]1[N:9]([C:10]2[CH:11]=[CH:12][C:13]([C:16]([NH:18][CH2:19][C:20]([F:22])([F:21])[F:23])=[O:17])=[CH:14][CH:15]=2)[N:8]=[N:7][C:6]=1[C:24]([NH:26][CH:44]1[CH2:45][CH2:40]1)=[O:25]. The yield is 0.500.